This data is from Catalyst prediction with 721,799 reactions and 888 catalyst types from USPTO. The task is: Predict which catalyst facilitates the given reaction. (1) Reactant: [OH:1][C@@H:2]([C@@H:13]([N:20]1[C:28]2[C:23](=[CH:24][C:25]([OH:29])=[CH:26][CH:27]=2)[CH:22]=[CH:21]1)[C:14]1[CH:19]=[CH:18][CH:17]=[CH:16][CH:15]=1)[CH2:3][N:4]([CH3:12])[C:5](=[O:11])[O:6][C:7]([CH3:10])([CH3:9])[CH3:8].[CH3:30][O:31][C:32]1[CH:39]=[CH:38][CH:37]=[CH:36][C:33]=1[CH2:34]Cl.C(=O)([O-])[O-].[Cs+].[Cs+]. Product: [OH:1][C@@H:2]([C@@H:13]([N:20]1[C:28]2[C:23](=[CH:24][C:25]([O:29][CH2:34][C:33]3[CH:36]=[CH:37][CH:38]=[CH:39][C:32]=3[O:31][CH3:30])=[CH:26][CH:27]=2)[CH:22]=[CH:21]1)[C:14]1[CH:19]=[CH:18][CH:17]=[CH:16][CH:15]=1)[CH2:3][N:4]([CH3:12])[C:5](=[O:11])[O:6][C:7]([CH3:9])([CH3:10])[CH3:8]. The catalyst class is: 10. (2) Reactant: [H-].[Na+].[OH:3][C:4]1[C:5](=[O:36])[N:6]([C:29]2[N:30]=[N:31][C:32]([CH3:35])=[CH:33][CH:34]=2)[CH:7]([C:18]2[CH:23]=[CH:22][C:21]([O:24][C:25]([F:28])([F:27])[F:26])=[CH:20][CH:19]=2)[C:8]=1[C:9](=[O:17])[C:10]1[CH:15]=[CH:14][C:13]([CH3:16])=[CH:12][CH:11]=1.I[CH3:38]. Product: [CH3:38][O:3][C:4]1[C:5](=[O:36])[N:6]([C:29]2[N:30]=[N:31][C:32]([CH3:35])=[CH:33][CH:34]=2)[CH:7]([C:18]2[CH:19]=[CH:20][C:21]([O:24][C:25]([F:27])([F:28])[F:26])=[CH:22][CH:23]=2)[C:8]=1[C:9](=[O:17])[C:10]1[CH:15]=[CH:14][C:13]([CH3:16])=[CH:12][CH:11]=1. The catalyst class is: 18. (3) Reactant: [NH2:1][C:2]1[N:7]2[N:8]=[CH:9][C:10]([CH:11]=O)=[C:6]2[N:5]=[C:4]([NH:13][C:14]2[CH:19]=[CH:18][CH:17]=[C:16]([Cl:20])[CH:15]=2)[CH:3]=1.C(O)C.[NH:24]1[CH2:30][C:28](=[O:29])[NH:27][C:25]1=[O:26].N1CCCCC1. Product: [NH2:1][C:2]1[N:7]2[N:8]=[CH:9][C:10]([CH:11]=[C:30]3[NH:24][C:25](=[O:26])[NH:27][C:28]3=[O:29])=[C:6]2[N:5]=[C:4]([NH:13][C:14]2[CH:19]=[CH:18][CH:17]=[C:16]([Cl:20])[CH:15]=2)[CH:3]=1. The catalyst class is: 6. (4) Reactant: Br[C:2]1[CH:7]=[CH:6][C:5]([CH:8]([CH3:15])[CH2:9][NH:10][S:11]([CH3:14])(=[O:13])=[O:12])=[CH:4][CH:3]=1.[CH3:16][C:17]1[CH:22]=[CH:21][C:20](B(O)O)=[CH:19][CH:18]=1.C(=O)([O-])[O-].[K+].[K+].O. The catalyst class is: 715. Product: [CH3:16][C:17]1[CH:22]=[CH:21][C:20]([C:2]2[CH:7]=[CH:6][C:5]([CH:8]([CH3:15])[CH2:9][NH:10][S:11]([CH3:14])(=[O:13])=[O:12])=[CH:4][CH:3]=2)=[CH:19][CH:18]=1. (5) Reactant: [OH:1][C:2]1[C:7](=[O:8])[CH:6]=[C:5]([CH2:9][O:10][CH:11]2[CH2:16][CH2:15][CH2:14][CH2:13][O:12]2)[O:4][C:3]=1[CH2:17][OH:18].C([O-])([O-])=O.[K+].[K+].[CH2:25](Br)[C:26]1[CH:31]=[CH:30][CH:29]=[CH:28][CH:27]=1.O. Product: [CH2:25]([O:1][C:2]1[C:7](=[O:8])[CH:6]=[C:5]([CH2:9][O:10][CH:11]2[CH2:16][CH2:15][CH2:14][CH2:13][O:12]2)[O:4][C:3]=1[CH2:17][OH:18])[C:26]1[CH:31]=[CH:30][CH:29]=[CH:28][CH:27]=1. The catalyst class is: 3.